Task: Predict the reactants needed to synthesize the given product.. Dataset: Full USPTO retrosynthesis dataset with 1.9M reactions from patents (1976-2016) Given the product [ClH:1].[Cl:1][C:2]1[CH:24]=[CH:23][C:5]2[C:6](=[O:22])[N:7]3[CH2:14][CH2:13][NH:12][CH2:11][CH:8]3[CH2:9][O:10][C:4]=2[CH:3]=1, predict the reactants needed to synthesize it. The reactants are: [Cl:1][C:2]1[CH:24]=[CH:23][C:5]2[C:6](=[O:22])[N:7]3[CH2:14][CH2:13][N:12](C(OC(C)(C)C)=O)[CH2:11][CH:8]3[CH2:9][O:10][C:4]=2[CH:3]=1.